From a dataset of Full USPTO retrosynthesis dataset with 1.9M reactions from patents (1976-2016). Predict the reactants needed to synthesize the given product. (1) Given the product [CH3:3][O:4][C:5]1[CH:10]=[CH:9][C:8]2[C:11]3[N:12]([CH2:28][CH2:27][CH2:26][CH2:25][CH2:24][Br:23])[C:13]4[C:18]([C:19]=3[CH2:20][CH2:21][O:30][C:7]=2[CH:6]=1)=[CH:17][CH:16]=[CH:15][CH:14]=4, predict the reactants needed to synthesize it. The reactants are: [H-].[Na+].[CH3:3][O:4][C:5]1[CH:10]=[CH:9][C:8]2[C:11]3[NH:12][C:13]4[C:18]([C:19]=3[CH2:20][CH2:21]S[C:7]=2[CH:6]=1)=[CH:17][CH:16]=[CH:15][CH:14]=4.[Br:23][CH2:24][CH2:25][CH2:26][CH2:27][CH2:28]Br.[OH2:30]. (2) Given the product [C:39]([C:36]1[CH:37]=[CH:38][C:29]([NH:28][C:2]2[C:7]([C:8]([F:10])([F:9])[F:11])=[CH:6][N:5]=[C:4]([NH:12][C:13]3[CH:14]=[CH:15][C:16]([CH2:17][P:18](=[O:25])([O:19][CH2:20][CH3:21])[O:22][CH2:23][CH3:24])=[CH:26][CH:27]=3)[N:3]=2)=[C:30]([C:31](=[O:32])[NH:33][CH3:34])[CH:35]=1)#[N:40], predict the reactants needed to synthesize it. The reactants are: Cl[C:2]1[C:7]([C:8]([F:11])([F:10])[F:9])=[CH:6][N:5]=[C:4]([NH:12][C:13]2[CH:27]=[CH:26][C:16]([CH2:17][P:18](=[O:25])([O:22][CH2:23][CH3:24])[O:19][CH2:20][CH3:21])=[CH:15][CH:14]=2)[N:3]=1.[NH2:28][C:29]1[CH:38]=[CH:37][C:36]([C:39]#[N:40])=[CH:35][C:30]=1[C:31]([NH:33][CH3:34])=[O:32]. (3) Given the product [CH2:10]([N:12]1[C:24]2[CH:23]=[CH:22][C:21]([C:25]3[NH:38][C:37]4[CH:36]=[CH:35][C:30]([C:31]([O:33][CH3:34])=[O:32])=[CH:29][C:28]=4[N:27]=3)=[CH:20][C:19]=2[C:18]2[C:13]1=[CH:14][CH:15]=[CH:16][CH:17]=2)[CH3:11], predict the reactants needed to synthesize it. The reactants are: S(OS([O-])=O)([O-])=O.[Na+].[Na+].[CH2:10]([N:12]1[C:24]2[CH:23]=[CH:22][C:21]([CH:25]=O)=[CH:20][C:19]=2[C:18]2[C:13]1=[CH:14][CH:15]=[CH:16][CH:17]=2)[CH3:11].[NH2:27][C:28]1[CH:29]=[C:30]([CH:35]=[CH:36][C:37]=1[NH2:38])[C:31]([O:33][CH3:34])=[O:32].C(=O)([O-])O.[Na+]. (4) The reactants are: [NH2:1][C@H:2]([C:12]([OH:14])=[O:13])[CH2:3][S:4][CH2:5][C:6]1[CH:11]=[CH:10][CH:9]=[CH:8][CH:7]=1.O.N1C=CC=CC=1.[NH:22]([C:43]([O:45][C:46]([CH3:49])([CH3:48])[CH3:47])=[O:44])[C@H:23]([C:33](ON1C(=O)CCC1=O)=[O:34])[CH2:24][CH2:25][C:26](=[O:32])[O:27][C:28]([CH3:31])([CH3:30])[CH3:29]. Given the product [NH:22]([C:43]([O:45][C:46]([CH3:49])([CH3:48])[CH3:47])=[O:44])[C@H:23]([C:33]([NH:1][C@H:2]([C:12]([OH:14])=[O:13])[CH2:3][S:4][CH2:5][C:6]1[CH:7]=[CH:8][CH:9]=[CH:10][CH:11]=1)=[O:34])[CH2:24][CH2:25][C:26](=[O:32])[O:27][C:28]([CH3:31])([CH3:29])[CH3:30], predict the reactants needed to synthesize it.